Dataset: Forward reaction prediction with 1.9M reactions from USPTO patents (1976-2016). Task: Predict the product of the given reaction. (1) Given the reactants [CH3:1][C:2]1[CH:3]=[C:4]2[C:9](=[CH:10][CH:11]=1)[N:8]=[CH:7][CH:6]=[CH:5]2.[C-:12]#[N:13].[K+].[Cl:15][C:16]1[CH:24]=[CH:23][C:19]([C:20](Cl)=[O:21])=[CH:18][CH:17]=1, predict the reaction product. The product is: [Cl:15][C:16]1[CH:24]=[CH:23][C:19]([C:20]([N:8]2[C:9]3[C:4](=[CH:3][C:2]([CH3:1])=[CH:11][CH:10]=3)[CH:5]=[CH:6][CH:7]2[C:12]#[N:13])=[O:21])=[CH:18][CH:17]=1. (2) The product is: [CH3:1][O:2][C:3](=[O:25])[CH2:4][C:5]1[CH:6]=[C:7]([C:13]2[CH:18]=[CH:17][C:16]([C:19]([F:22])([F:21])[F:20])=[CH:15][C:14]=2[CH2:23][NH:30][CH:26]2[CH2:29][CH2:28][CH2:27]2)[C:8]([O:11][CH3:12])=[CH:9][CH:10]=1. Given the reactants [CH3:1][O:2][C:3](=[O:25])[CH2:4][C:5]1[CH:6]=[C:7]([C:13]2[CH:18]=[CH:17][C:16]([C:19]([F:22])([F:21])[F:20])=[CH:15][C:14]=2[CH:23]=O)[C:8]([O:11][CH3:12])=[CH:9][CH:10]=1.[CH:26]1([NH2:30])[CH2:29][CH2:28][CH2:27]1, predict the reaction product. (3) Given the reactants [CH3:1][C:2]1[CH:10]=[CH:9][C:8]2[NH:7][C:6]3[CH2:11][CH2:12][N:13]([CH2:15][CH2:16][CH2:17][NH:18]C(=O)OCC)[CH2:14][C:5]=3[C:4]=2[CH:3]=1.[OH-].[K+], predict the reaction product. The product is: [CH3:1][C:2]1[CH:10]=[CH:9][C:8]2[NH:7][C:6]3[CH2:11][CH2:12][N:13]([CH2:15][CH2:16][CH2:17][NH2:18])[CH2:14][C:5]=3[C:4]=2[CH:3]=1. (4) Given the reactants [Cl:1][C:2]1[CH:3]=[C:4]([C:10]2[CH:15]=[CH:14][C:13]([O:16]C)=[C:12]([F:18])[CH:11]=2)[CH:5]=[CH:6][C:7]=1[CH:8]=[O:9].B(Br)(Br)Br, predict the reaction product. The product is: [Cl:1][C:2]1[CH:3]=[C:4]([C:10]2[CH:15]=[CH:14][C:13]([OH:16])=[C:12]([F:18])[CH:11]=2)[CH:5]=[CH:6][C:7]=1[CH:8]=[O:9]. (5) Given the reactants [Li+].[BH4-].C([O:5][C:6]([C:8]1[C:9]2[C:17]([NH2:18])=[C:16]([C:19](=[O:21])[NH2:20])[S:15][C:10]=2[N:11]=[C:12]([CH3:14])[CH:13]=1)=O)C.C1COCC1, predict the reaction product. The product is: [NH2:18][C:17]1[C:9]2[C:10](=[N:11][C:12]([CH3:14])=[CH:13][C:8]=2[CH2:6][OH:5])[S:15][C:16]=1[C:19]([NH2:20])=[O:21].